Dataset: Catalyst prediction with 721,799 reactions and 888 catalyst types from USPTO. Task: Predict which catalyst facilitates the given reaction. (1) Reactant: [CH:1]1([C:4]2[CH:8]=[C:7]([NH2:9])[N:6]([C:10]3[CH:15]=[CH:14][CH:13]=[CH:12][CH:11]=3)[N:5]=2)[CH2:3][CH2:2]1.C(N(CC)CC)C.Cl[C:24]([O:26][C:27]1[CH:32]=[CH:31][CH:30]=[CH:29][CH:28]=1)=[O:25]. Product: [CH:1]1([C:4]2[CH:8]=[C:7]([NH:9][C:24](=[O:25])[O:26][C:27]3[CH:32]=[CH:31][CH:30]=[CH:29][CH:28]=3)[N:6]([C:10]3[CH:15]=[CH:14][CH:13]=[CH:12][CH:11]=3)[N:5]=2)[CH2:3][CH2:2]1. The catalyst class is: 244. (2) Reactant: [Cl:1][C:2]1[CH:7]=[CH:6][C:5]([Mg]Br)=[CH:4][CH:3]=1.C(OCC)C.[Cl:15][C:16]1[CH:24]=[C:23]2[C:19]([C:20](=[O:26])[C:21](=[O:25])[NH:22]2)=[CH:18][CH:17]=1. Product: [Cl:1][C:2]1[CH:7]=[C:6]2[C:5]([C:20]([C:19]3[CH:23]=[CH:24][C:16]([Cl:15])=[CH:17][CH:18]=3)([OH:26])[C:21](=[O:25])[NH:22]2)=[CH:4][CH:3]=1. The catalyst class is: 7. (3) Product: [OH:16][C:10]1[C:9](=[O:17])[C:8]([CH:3]([N:18]2[CH:22]=[CH:21][N:20]=[CH:19]2)[C:4]([F:7])([F:6])[F:5])=[CH:13][N:12]([CH3:14])[C:11]=1[CH3:15].[OH:16][C:10]1[C:9](=[O:17])[C:8]([CH:3]([NH:18][CH3:19])[C:4]([F:7])([F:6])[F:5])=[CH:13][N:12]([CH3:14])[C:11]=1[CH3:15]. Reactant: Cl.Cl[CH:3]([C:8]1[C:9](=[O:17])[C:10]([OH:16])=[C:11]([CH3:15])[N:12]([CH3:14])[CH:13]=1)[C:4]([F:7])([F:6])[F:5].[NH:18]1[CH:22]=[CH:21][N:20]=[CH:19]1.Cl.CN. The catalyst class is: 192. (4) Reactant: [CH3:1][NH2:2].C[Al](C)C.[NH2:7][S:8]([C:11]1[CH:16]=[CH:15][C:14]([N:17]2[C:21]([CH3:22])=[CH:20][C:19]([C:23]([O:25]CC)=O)=[N:18]2)=[CH:13][CH:12]=1)(=[O:10])=[O:9]. Product: [NH2:7][S:8]([C:11]1[CH:16]=[CH:15][C:14]([N:17]2[C:21]([CH3:22])=[CH:20][C:19]([C:23]([NH:2][CH3:1])=[O:25])=[N:18]2)=[CH:13][CH:12]=1)(=[O:10])=[O:9]. The catalyst class is: 683. (5) Reactant: C[O:2][C:3]([C:5]1[C:6](=[O:22])[NH:7][C:8]2[C:13]([CH:14]=1)=[CH:12][CH:11]=[C:10]([N:15]1[CH2:20][CH2:19][N:18]([CH3:21])[CH2:17][CH2:16]1)[N:9]=2)=[O:4].[OH-].[Na+].CO.ClCCl. Product: [CH3:21][N:18]1[CH2:19][CH2:20][N:15]([C:10]2[N:9]=[C:8]3[C:13]([CH:14]=[C:5]([C:3]([OH:4])=[O:2])[C:6](=[O:22])[NH:7]3)=[CH:12][CH:11]=2)[CH2:16][CH2:17]1. The catalyst class is: 24. (6) Reactant: [CH2:1]([O:8][C:9]1[C:14](=[O:15])[N:13]([CH3:16])[C:12]([O:17][CH2:18][CH3:19])=[N:11][C:10]=1[C:20]([OH:22])=O)[C:2]1[CH:7]=[CH:6][CH:5]=[CH:4][CH:3]=1.[F:23][C:24]1[CH:29]=[CH:28][C:27]([CH2:30][C:31](=[NH:34])[NH:32]O)=[CH:26][CH:25]=1.CN(C(ON1N=NC2C=CC=NC1=2)=[N+](C)C)C.F[P-](F)(F)(F)(F)F.CCN(C(C)C)C(C)C. Product: [CH2:1]([O:8][C:9]1[C:14](=[O:15])[N:13]([CH3:16])[C:12]([O:17][CH2:18][CH3:19])=[N:11][C:10]=1[C:20]1[O:22][N:34]=[C:31]([CH2:30][C:27]2[CH:28]=[CH:29][C:24]([F:23])=[CH:25][CH:26]=2)[N:32]=1)[C:2]1[CH:3]=[CH:4][CH:5]=[CH:6][CH:7]=1. The catalyst class is: 225. (7) Reactant: [C:1](=[O:8])([O:5][CH2:6][CH3:7])OCC.[H-].[Na+].[C:11]1([N:17]2[C:21]([C:22](=[O:24])[CH3:23])=[CH:20][CH:19]=[N:18]2)[CH:16]=[CH:15][CH:14]=[CH:13][CH:12]=1. Product: [O:24]=[C:22]([C:21]1[N:17]([C:11]2[CH:16]=[CH:15][CH:14]=[CH:13][CH:12]=2)[N:18]=[CH:19][CH:20]=1)[CH2:23][C:1]([O:5][CH2:6][CH3:7])=[O:8]. The catalyst class is: 6. (8) Product: [CH:1]1([C:4]2[N:9]=[C:8]([S:10]([CH3:13])(=[O:11])=[O:12])[N:7]=[C:6]([C:14]([O:16][CH3:17])=[O:15])[CH:5]=2)[CH2:2][CH2:3]1. The catalyst class is: 98. Reactant: [CH:1]1([C:4]2[N:9]=[C:8]([S:10]([CH3:13])(=[O:12])=[O:11])[N:7]=[C:6]([C:14]([OH:16])=[O:15])[CH:5]=2)[CH2:3][CH2:2]1.[CH3:17][Si](C=[N+]=[N-])(C)C.C(O)(=O)C.